Dataset: Forward reaction prediction with 1.9M reactions from USPTO patents (1976-2016). Task: Predict the product of the given reaction. (1) Given the reactants [CH3:1][N:2]1[C:6]([C@:7]2([OH:14])[CH2:12][CH2:11][CH2:10][CH2:9][C@H:8]2[OH:13])=[CH:5][CH:4]=[N:3]1.CN(C1C=CC=CN=1)C.[C:24](N1C=CN=C1)(N1C=CN=C1)=[O:25], predict the reaction product. The product is: [CH3:1][N:2]1[C:6]([C@:7]23[CH2:12][CH2:11][CH2:10][CH2:9][C@H:8]2[O:13][C:24](=[O:25])[O:14]3)=[CH:5][CH:4]=[N:3]1. (2) Given the reactants [NH2:1][C:2]1[CH:8]=[C:7]([Br:9])[CH:6]=[CH:5][C:3]=1[NH2:4].[N:10]1([C:18]([O:20][C:21]([CH3:24])([CH3:23])[CH3:22])=[O:19])[CH2:17][CH2:16][CH2:15][C@H:11]1[C:12](O)=[O:13].CN(C(ON1N=NC2C=CC=NC1=2)=[N+](C)C)C.F[P-](F)(F)(F)(F)F.C(N(C(C)C)CC)(C)C, predict the reaction product. The product is: [NH2:4][C:3]1[CH:5]=[CH:6][C:7]([Br:9])=[CH:8][C:2]=1[NH:1][C:12]([C@@H:11]1[CH2:15][CH2:16][CH2:17][N:10]1[C:18]([O:20][C:21]([CH3:24])([CH3:23])[CH3:22])=[O:19])=[O:13]. (3) Given the reactants [CH3:1][N:2]1[CH2:7][CH:6]=[C:5](B2OC(C)(C)C(C)(C)O2)[CH2:4][CH2:3]1.Br[C:18]1[CH:23]=[C:22]([O:24][CH3:25])[C:21]([NH:26][C:27]2[N:32]=[C:31]([C:33]3[C:41]4[C:36](=[CH:37][CH:38]=[CH:39][CH:40]=4)[N:35]([CH3:42])[CH:34]=3)[CH:30]=[CH:29][N:28]=2)=[CH:20][C:19]=1[NH2:43].[O-]P([O-])([O-])=O.[K+].[K+].[K+], predict the reaction product. The product is: [CH3:25][O:24][C:22]1[CH:23]=[C:18]([C:5]2[CH2:4][CH2:3][N:2]([CH3:1])[CH2:7][CH:6]=2)[C:19]([NH2:43])=[CH:20][C:21]=1[NH:26][C:27]1[N:32]=[C:31]([C:33]2[C:41]3[C:36](=[CH:37][CH:38]=[CH:39][CH:40]=3)[N:35]([CH3:42])[CH:34]=2)[CH:30]=[CH:29][N:28]=1. (4) The product is: [CH2:1]([O:8][C:9]([NH:11][CH2:12][C@H:13]([N:29]([CH3:30])[C:36]([NH:35][CH2:34][C:33]1[CH:48]=[CH:49][CH:50]=[C:51]([F:52])[C:32]=1[Cl:31])=[O:47])[CH2:14][O:15][C:16](=[O:28])[NH:17][C:18]1[N:19]=[CH:20][C:21]2[C:26]([CH:27]=1)=[CH:25][CH:24]=[CH:23][CH:22]=2)=[O:10])[C:2]1[CH:3]=[CH:4][CH:5]=[CH:6][CH:7]=1. Given the reactants [CH2:1]([O:8][C:9]([NH:11][CH2:12][C@H:13]([NH:29][CH3:30])[CH2:14][O:15][C:16](=[O:28])[NH:17][C:18]1[N:19]=[CH:20][C:21]2[C:26]([CH:27]=1)=[CH:25][CH:24]=[CH:23][CH:22]=2)=[O:10])[C:2]1[CH:7]=[CH:6][CH:5]=[CH:4][CH:3]=1.[Cl:31][C:32]1[C:51]([F:52])=[CH:50][CH:49]=[CH:48][C:33]=1[CH2:34][NH:35][C:36](=[O:47])OC1C=CC([N+]([O-])=O)=CC=1.CCN(C(C)C)C(C)C, predict the reaction product.